Dataset: Full USPTO retrosynthesis dataset with 1.9M reactions from patents (1976-2016). Task: Predict the reactants needed to synthesize the given product. (1) Given the product [Cl:1][C:2]1[CH:3]=[CH:4][C:5]([CH2:6][N:7]2[C:12]3[CH:13]=[C:14]([C:16]4[CH:17]=[CH:18][C:19]([NH:22][C:23]([C:41]5[CH:40]=[CH:39][CH:38]=[CH:34][N:36]=5)=[O:24])=[CH:20][CH:21]=4)[S:15][C:11]=3[C:10](=[O:30])[N:9]=[CH:8]2)=[CH:31][CH:32]=1, predict the reactants needed to synthesize it. The reactants are: [Cl:1][C:2]1[CH:32]=[CH:31][C:5]([CH2:6][N:7]2[C:12]3[CH:13]=[C:14]([C:16]4[CH:21]=[CH:20][C:19]([NH:22][C:23](N5CCCC5)=[O:24])=[CH:18][CH:17]=4)[S:15][C:11]=3[C:10](=[O:30])[N:9]=[CH:8]2)=[CH:4][CH:3]=1.N[C:34]([NH2:36])=O.N1[CH2:41][CH2:40][CH2:39][CH2:38]1. (2) Given the product [CH3:2][O:3][C:4]1[CH:9]=[CH:8][CH:7]=[CH:6][C:5]=1[N:10]1[CH2:15][CH2:14][N:13]([CH2:17][CH2:18][C:19]([O:21][CH2:22][CH3:23])=[O:20])[CH2:12][CH2:11]1, predict the reactants needed to synthesize it. The reactants are: Cl.[CH3:2][O:3][C:4]1[CH:9]=[CH:8][CH:7]=[CH:6][C:5]=1[N:10]1[CH2:15][CH2:14][NH:13][CH2:12][CH2:11]1.Br[CH2:17][CH2:18][C:19]([O:21][CH2:22][CH3:23])=[O:20].C(=O)([O-])[O-].[K+].[K+].[I-].[K+]. (3) Given the product [C:33]([C:7]1[CH:6]=[C:5]([O:17][CH3:18])[N:4]=[C:3]([O:2][CH3:1])[C:8]=1[NH:9][C:10](=[O:16])[O:11][C:12]([CH3:14])([CH3:15])[CH3:13])([O:35][CH3:36])=[O:34], predict the reactants needed to synthesize it. The reactants are: [CH3:1][O:2][C:3]1[C:8]([NH:9][C:10](=[O:16])[O:11][C:12]([CH3:15])([CH3:14])[CH3:13])=[CH:7][CH:6]=[C:5]([O:17][CH3:18])[N:4]=1.CN(CCN(C)C)C.C([Li])CCC.Cl[C:33]([O:35][CH3:36])=[O:34]. (4) Given the product [C:1]([O:5][C:6]([N:8]1[CH2:9][CH2:10][CH:11]([C:14]2[CH:23]=[C:22]([F:24])[CH:21]=[C:20]3[C:15]=2[CH:16]=[CH:17][C:18]([CH3:25])=[N:19]3)[CH2:12][CH2:13]1)=[O:7])([CH3:4])([CH3:3])[CH3:2], predict the reactants needed to synthesize it. The reactants are: [C:1]([O:5][C:6]([N:8]1[CH2:13][CH:12]=[C:11]([C:14]2[CH:23]=[C:22]([F:24])[CH:21]=[C:20]3[C:15]=2[CH:16]=[CH:17][C:18]([CH3:25])=[N:19]3)[CH2:10][CH2:9]1)=[O:7])([CH3:4])([CH3:3])[CH3:2]. (5) Given the product [NH2:20][C@H:10]1[CH2:9][C@@H:8]([C:3]2[CH:4]=[CH:5][CH:6]=[CH:7][C:2]=2[F:1])[CH2:13][N:12]([CH2:14][C:15]([F:17])([F:16])[F:18])[C:11]1=[O:19], predict the reactants needed to synthesize it. The reactants are: [F:1][C:2]1[CH:7]=[CH:6][CH:5]=[CH:4][C:3]=1[C@H:8]1[CH2:13][N:12]([CH2:14][C:15]([F:18])([F:17])[F:16])[C:11](=[O:19])[C@@H:10]([NH:20]C(=O)OC(C)(C)C)[CH2:9]1. (6) Given the product [Br:12][C:7]1[CH:8]=[C:9]2[C:4](=[CH:5][CH:6]=1)[N:3]=[C:2]([O:14][CH3:13])[CH:11]=[CH:10]2, predict the reactants needed to synthesize it. The reactants are: Cl[C:2]1[CH:11]=[CH:10][C:9]2[C:4](=[CH:5][CH:6]=[C:7]([Br:12])[CH:8]=2)[N:3]=1.[CH3:13][O-:14].[Na+]. (7) Given the product [OH:4][C:5]1[CH:26]=[CH:25][C:8]([C:9]2[CH:10]([CH3:24])[O:11][C:12]3[C:17]([CH:18]=2)=[C:16]([CH3:19])[CH:15]=[C:14]([OH:20])[CH:13]=3)=[CH:7][CH:6]=1, predict the reactants needed to synthesize it. The reactants are: C([O:4][C:5]1[CH:26]=[CH:25][C:8]([C:9]2[CH:10]([CH3:24])[O:11][C:12]3[C:17]([CH:18]=2)=[C:16]([CH3:19])[CH:15]=[C:14]([O:20]C(=O)C)[CH:13]=3)=[CH:7][CH:6]=1)(=O)C.[OH-].[K+].C(O)(=O)C. (8) The reactants are: [CH3:1][C:2]([CH3:7])([CH3:6])[C:3]([NH2:5])=[O:4].C(Cl)(=O)[C:9](Cl)=[O:10].[NH2:14][C:15]1[N:20]=[C:19]([CH3:21])[C:18]([O:22][C:23]2[CH:28]=[CH:27][N:26]=[C:25]([NH:29][C:30](=[O:36])[O:31][C:32]([CH3:35])([CH3:34])[CH3:33])[CH:24]=2)=[CH:17][CH:16]=1.N1C=CC=CC=1. Given the product [CH3:21][C:19]1[C:18]([O:22][C:23]2[CH:28]=[CH:27][N:26]=[C:25]([NH:29][C:30](=[O:36])[O:31][C:32]([CH3:33])([CH3:35])[CH3:34])[CH:24]=2)=[CH:17][CH:16]=[C:15]([NH:14][C:9]([NH:5][C:3](=[O:4])[C:2]([CH3:7])([CH3:6])[CH3:1])=[O:10])[N:20]=1, predict the reactants needed to synthesize it.